From a dataset of Peptide-MHC class II binding affinity with 134,281 pairs from IEDB. Regression. Given a peptide amino acid sequence and an MHC pseudo amino acid sequence, predict their binding affinity value. This is MHC class II binding data. (1) The peptide sequence is KNWMTETLLVQNANPDCKTI. The MHC is DRB1_1302 with pseudo-sequence DRB1_1302. The binding affinity (normalized) is 0.338. (2) The peptide sequence is LVGPTPVNIIGRNLLTQIGC. The MHC is DRB1_0404 with pseudo-sequence DRB1_0404. The binding affinity (normalized) is 0.241.